From a dataset of Full USPTO retrosynthesis dataset with 1.9M reactions from patents (1976-2016). Predict the reactants needed to synthesize the given product. (1) Given the product [CH:11]([CH2:7][C:6](=[CH2:8])[C:5]([OH:10])=[O:9])=[CH:12][C:13]1[CH:18]=[CH:17][CH:16]=[CH:15][CH:14]=1.[Na:1].[CH2:3]1[O:4][CH2:2]1.[C:5]([OH:10])(=[O:9])[C:6]([CH3:8])=[CH2:7], predict the reactants needed to synthesize it. The reactants are: [Na:1].[CH2:2]1[O:4][CH2:3]1.[C:5]([OH:10])(=[O:9])[C:6]([CH3:8])=[CH2:7].[CH2:11]=[CH:12][C:13]1[CH:18]=[CH:17][CH:16]=[CH:15][CH:14]=1.S(OOS([O-])(=O)=O)([O-])(=O)=O.[NH4+].[NH4+]. (2) The reactants are: C[O:2][C:3](=O)[C@@H:4]([NH:13][C:14]([C:16]1[CH:24]=[C:23]2[C:19]([CH:20]=[N:21][N:22]2[CH2:25][CH:26]([CH3:28])[CH3:27])=[CH:18][C:17]=1[O:29][C:30]1[CH:35]=[CH:34][C:33]([F:36])=[CH:32][C:31]=1[F:37])=[O:15])[CH2:5][CH2:6][N:7]([CH2:9][CH2:10][O:11][CH3:12])[CH3:8].[BH4-].[Na+]. Given the product [OH:2][CH2:3][C@@H:4]([NH:13][C:14]([C:16]1[CH:24]=[C:23]2[C:19]([CH:20]=[N:21][N:22]2[CH2:25][CH:26]([CH3:28])[CH3:27])=[CH:18][C:17]=1[O:29][C:30]1[CH:35]=[CH:34][C:33]([F:36])=[CH:32][C:31]=1[F:37])=[O:15])[CH2:5][CH2:6][N:7]([CH2:9][CH2:10][O:11][CH3:12])[CH3:8], predict the reactants needed to synthesize it. (3) The reactants are: [CH2:1]([O:8][CH2:9][CH:10]([CH2:21][O:22][CH2:23][C:24]1[CH:29]=[CH:28][CH:27]=[CH:26][CH:25]=1)[O:11][CH2:12][CH2:13][O:14]C1CCCCO1)[C:2]1[CH:7]=[CH:6][CH:5]=[CH:4][CH:3]=1.Cl.[OH-].[Na+]. Given the product [CH2:23]([O:22][CH2:21][CH:10]([CH2:9][O:8][CH2:1][C:2]1[CH:3]=[CH:4][CH:5]=[CH:6][CH:7]=1)[O:11][CH2:12][CH2:13][OH:14])[C:24]1[CH:25]=[CH:26][CH:27]=[CH:28][CH:29]=1, predict the reactants needed to synthesize it. (4) Given the product [Cl:22][C:15]1[C:16]([F:21])=[CH:17][CH:18]=[C:19]([Cl:20])[C:14]=1[CH:12]([O:11][N:10]1[C:4]2[C:5](=[N:6][CH:7]=[C:2]([C:29]3[CH:30]=[C:31]4[C:26]([CH:25]=[CH:24][NH:23]4)=[CH:27][CH:28]=3)[CH:3]=2)[CH:8]=[CH:9]1)[CH3:13], predict the reactants needed to synthesize it. The reactants are: Br[C:2]1[CH:3]=[C:4]2[N:10]([O:11][CH:12]([C:14]3[C:19]([Cl:20])=[CH:18][CH:17]=[C:16]([F:21])[C:15]=3[Cl:22])[CH3:13])[CH:9]=[CH:8][C:5]2=[N:6][CH:7]=1.[NH:23]1[C:31]2[C:26](=[CH:27][CH:28]=[C:29](B(O)O)[CH:30]=2)[CH:25]=[CH:24]1. (5) Given the product [Cl:7][C:5]1[N:6]=[C:2]([C:17]2[CH:18]=[CH:19][C:14]([O:13][CH3:12])=[CH:15][CH:16]=2)[S:3][C:4]=1[C:8]([O:10][CH3:11])=[O:9], predict the reactants needed to synthesize it. The reactants are: Cl[C:2]1[S:3][C:4]([C:8]([O:10][CH3:11])=[O:9])=[C:5]([Cl:7])[N:6]=1.[CH3:12][O:13][C:14]1[CH:19]=[CH:18][C:17](B(O)O)=[CH:16][CH:15]=1.COCCOC.C([O-])([O-])=O.[Na+].[Na+]. (6) Given the product [F:1][C:2]([F:23])([F:22])[C:3]1[CH:4]=[C:5]([CH2:20][OH:35])[C:6]2[N:10]=[CH:9][N:8]([CH2:11][O:12][CH2:13][CH2:14][Si:15]([CH3:18])([CH3:17])[CH3:16])[C:7]=2[CH:19]=1, predict the reactants needed to synthesize it. The reactants are: [F:1][C:2]([F:23])([F:22])[C:3]1[CH:4]=[C:5]([C:20]#N)[C:6]2[N:10]=[CH:9][N:8]([CH2:11][O:12][CH2:13][CH2:14][Si:15]([CH3:18])([CH3:17])[CH3:16])[C:7]=2[CH:19]=1.[H-].C([Al+]CC(C)C)C(C)C.C(C(C(C([O-])=O)O)O)([O-])=[O:35].[K+].[Na+].[BH4-].[Li+]. (7) Given the product [C:35]([C@H:31]1[CH2:32][CH2:33][CH2:34][N:30]1[C:28](=[O:29])[CH2:27][O:26][C:25]1[C:16]([O:15][CH2:14][C:13]([N:9]2[CH2:10][CH2:11][CH2:12][C@@H:8]2[C:6]([OH:7])=[O:5])=[O:42])=[CH:17][C:18]2[C:23]([CH:24]=1)=[CH:22][CH:21]=[CH:20][CH:19]=2)([OH:37])=[O:36], predict the reactants needed to synthesize it. The reactants are: C([O:5][C:6]([C@H:8]1[CH2:12][CH2:11][CH2:10][N:9]1[C:13](=[O:42])[CH2:14][O:15][C:16]1[C:25]([O:26][CH2:27][C:28]([N:30]2[CH2:34][CH2:33][CH2:32][C@@H:31]2[C:35]([O:37]C(C)(C)C)=[O:36])=[O:29])=[CH:24][C:23]2[C:18](=[CH:19][CH:20]=[CH:21][CH:22]=2)[CH:17]=1)=[O:7])(C)(C)C.